From a dataset of Forward reaction prediction with 1.9M reactions from USPTO patents (1976-2016). Predict the product of the given reaction. (1) Given the reactants FC(F)(F)C(O)=O.[F:8][C:9]([F:31])([F:30])[C:10]1[CH:29]=[CH:28][CH:27]=[CH:26][C:11]=1[O:12][CH:13]1[CH2:18][CH2:17][N:16](C(OC(C)(C)C)=O)[CH2:15][CH2:14]1, predict the reaction product. The product is: [F:31][C:9]([F:8])([F:30])[C:10]1[CH:29]=[CH:28][CH:27]=[CH:26][C:11]=1[O:12][CH:13]1[CH2:18][CH2:17][NH:16][CH2:15][CH2:14]1. (2) Given the reactants FC(F)(C[CH2:18][CH2:19][N:20]1C(=O)C=CC1=O)C(F)(F)C(F)(C1C=CC=CC=1)C([O-])=O.[C:28](=O)([O:36][C:37]1[CH:42]=CC=CN=1)[O:29][C:30]1[CH:35]=CC=CN=1, predict the reaction product. The product is: [NH2:20][CH2:19][CH2:18][CH:28]([O:29][CH2:30][CH3:35])[O:36][CH2:37][CH3:42]. (3) The product is: [CH3:21][O:20][C:13]1[C:12]([O:22][CH3:23])=[C:11]2[C:16]([C:17](=[O:19])[CH:18]=[C:9]([C:4]3[CH:5]=[CH:6][C:7]4[NH:8][C:24]([CH3:25])=[N:1][C:2]=4[CH:3]=3)[O:10]2)=[CH:15][CH:14]=1. Given the reactants [NH2:1][C:2]1[CH:3]=[C:4]([C:9]2[O:10][C:11]3[C:16]([C:17](=[O:19])[CH:18]=2)=[CH:15][CH:14]=[C:13]([O:20][CH3:21])[C:12]=3[O:22][CH3:23])[CH:5]=[CH:6][C:7]=1[NH2:8].[C:24](O)(=O)[CH3:25].C(=O)(O)[O-].[Na+], predict the reaction product. (4) Given the reactants N#N.[CH3:3][C:4](C)([O-])[CH3:5].[K+].[N+:9]([CH2:11][C:12]([O:14][CH2:15][CH3:16])=[O:13])#[C-:10].CC(C)=[O:19], predict the reaction product. The product is: [CH:10]([NH:9][C:11](=[C:4]([CH3:5])[CH3:3])[C:12]([O:14][CH2:15][CH3:16])=[O:13])=[O:19]. (5) Given the reactants [CH3:1][N:2]([CH2:7][C:8]1[C:16]2[C:11](=[CH:12][CH:13]=[CH:14][CH:15]=2)[N:10]([CH3:17])[CH:9]=1)[C:3](=[O:6])[CH:4]=[CH2:5].CN(CC1SC2C=CC=CC=2C=1C)C(=O)C=C.Br[C:36]1[CH:37]=[C:38]([CH2:43][N:44]2[CH2:49][CH2:48][O:47][CH2:46][CH2:45]2)[C:39]([NH2:42])=[N:40][CH:41]=1.BrC1C=NC2NC(=O)C(C)(C)NCC=2C=1, predict the reaction product. The product is: [NH2:42][C:39]1[N:40]=[CH:41][C:36](/[CH:5]=[CH:4]/[C:3]([N:2]([CH3:1])[CH2:7][C:8]2[C:16]3[C:11](=[CH:12][CH:13]=[CH:14][CH:15]=3)[N:10]([CH3:17])[CH:9]=2)=[O:6])=[CH:37][C:38]=1[CH2:43][N:44]1[CH2:49][CH2:48][O:47][CH2:46][CH2:45]1. (6) Given the reactants [C:1]([N:5]1[C:18](=[O:19])[N:8]2[CH:9]=[C:10]([C:14]([CH3:17])([CH3:16])[CH3:15])[NH:11][C:12](=O)[C:7]2=[N:6]1)([CH3:4])([CH3:3])[CH3:2].P(Cl)(Cl)([Cl:22])=O, predict the reaction product. The product is: [C:1]([N:5]1[C:18](=[O:19])[N:8]2[CH:9]=[C:10]([C:14]([CH3:17])([CH3:16])[CH3:15])[N:11]=[C:12]([Cl:22])[C:7]2=[N:6]1)([CH3:4])([CH3:3])[CH3:2]. (7) Given the reactants ClC1C(Cl)=CC=CC=1N1[CH2:14][CH2:13][N:12]([CH2:15][CH2:16][CH2:17][CH2:18][O:19][C:20]2[CH:29]=[CH:28][C:27]3[C:22](=[C:23]([OH:30])[CH:24]=[CH:25][CH:26]=3)[N:21]=2)[CH2:11][CH2:10]1.[F:31][C:32]([F:44])([F:43])[C:33]1[CH:34]=[C:35]2C(=[CH:41][CH:42]=1)CNCC2, predict the reaction product. The product is: [F:31][C:32]([F:44])([F:43])[C:33]1[CH:42]=[C:41]2[C:10](=[CH:35][CH:34]=1)[CH2:11][N:12]([CH2:15][CH2:16][CH2:17][CH2:18][O:19][C:20]1[CH:29]=[CH:28][C:27]3[C:22](=[C:23]([OH:30])[CH:24]=[CH:25][CH:26]=3)[N:21]=1)[CH2:13][CH2:14]2.